This data is from Catalyst prediction with 721,799 reactions and 888 catalyst types from USPTO. The task is: Predict which catalyst facilitates the given reaction. (1) Reactant: CO.C1(S([N:12]2[C:20]3[C:15](=[CH:16][C:17]([C:21]#[C:22][CH2:23][OH:24])=[CH:18][CH:19]=3)[C:14](/[CH:25]=[CH:26]/[C:27]3[CH:28]=[N:29][CH:30]=[CH:31][CH:32]=3)=[N:13]2)(=O)=O)C=CC=CC=1.[OH-].[Na+].C(OCC)(=O)C. Product: [OH:24][CH2:23][C:22]#[C:21][C:17]1[CH:16]=[C:15]2[C:20](=[CH:19][CH:18]=1)[NH:12][N:13]=[C:14]2/[CH:25]=[CH:26]/[C:27]1[CH:28]=[N:29][CH:30]=[CH:31][CH:32]=1. The catalyst class is: 30. (2) Reactant: [F:1][C:2]1[CH:7]=[CH:6][C:5]([C:8]([C:10]2[N:11]=[C:12]([NH:20][C:21]3[CH:25]=[C:24]([CH3:26])[NH:23][N:22]=3)[C:13]3[S:18][CH:17]=[C:16]([CH3:19])[C:14]=3[N:15]=2)=[O:9])=[CH:4][CH:3]=1.[BH4-].[Na+]. Product: [F:1][C:2]1[CH:3]=[CH:4][C:5]([CH:8]([C:10]2[N:11]=[C:12]([NH:20][C:21]3[CH:25]=[C:24]([CH3:26])[NH:23][N:22]=3)[C:13]3[S:18][CH:17]=[C:16]([CH3:19])[C:14]=3[N:15]=2)[OH:9])=[CH:6][CH:7]=1. The catalyst class is: 5. (3) Reactant: [F:1][C:2]1[CH:7]=[CH:6][C:5]([CH:8]([C:20]2[CH:25]=[CH:24][C:23]([F:26])=[CH:22][CH:21]=2)[C:9]([NH:11][C@@H:12]2[C@@H:19]3[C@@H:15]([CH2:16][NH:17][CH2:18]3)[CH2:14][CH2:13]2)=[O:10])=[CH:4][CH:3]=1.[C:27]([O:31][C:32]([N:34]([CH3:43])[C@@H:35]([CH2:39][CH:40]([CH3:42])[CH3:41])[C:36](O)=[O:37])=[O:33])([CH3:30])([CH3:29])[CH3:28].O.ON1C2C=CC=CC=2N=N1.C(N=C=NCCCN(C)C)C. Product: [F:26][C:23]1[CH:22]=[CH:21][C:20]([CH:8]([C:5]2[CH:6]=[CH:7][C:2]([F:1])=[CH:3][CH:4]=2)[C:9]([NH:11][C@@H:12]2[C@@H:19]3[C@@H:15]([CH2:16][N:17]([C:36](=[O:37])[C@@H:35]([N:34]([CH3:43])[C:32](=[O:33])[O:31][C:27]([CH3:29])([CH3:28])[CH3:30])[CH2:39][CH:40]([CH3:42])[CH3:41])[CH2:18]3)[CH2:14][CH2:13]2)=[O:10])=[CH:25][CH:24]=1. The catalyst class is: 4. (4) Reactant: [NH2:1][C:2]1[CH:7]=[CH:6][C:5]([CH2:8][CH2:9][C:10]2[N:11]=[C:12]([NH:15][C:16](=[O:18])[CH3:17])[S:13][CH:14]=2)=[CH:4][CH:3]=1.[C:19]([O:23][C:24]([NH:26][CH2:27][C:28](O)=[O:29])=[O:25])([CH3:22])([CH3:21])[CH3:20].Cl.C(N=C=NCCCN(C)C)C.ON1C2C=CC=CC=2N=N1. Product: [C:16]([NH:15][C:12]1[S:13][CH:14]=[C:10]([CH2:9][CH2:8][C:5]2[CH:6]=[CH:7][C:2]([NH:1][C:28](=[O:29])[CH2:27][NH:26][C:24](=[O:25])[O:23][C:19]([CH3:20])([CH3:21])[CH3:22])=[CH:3][CH:4]=2)[N:11]=1)(=[O:18])[CH3:17]. The catalyst class is: 4. (5) Reactant: [C:1]([C:4]1[CH:5]=[N:6][N:7]([C:16]([O:18][C:19]([CH3:22])([CH3:21])[CH3:20])=[O:17])[C:8]=1[C:9]1[CH:14]=[CH:13][C:12]([F:15])=[CH:11][CH:10]=1)(=O)[NH2:2].COC1C=CC(P2(SP(C3C=CC(OC)=CC=3)(=S)S2)=[S:32])=CC=1. Product: [C:1]([C:4]1[CH:5]=[N:6][N:7]([C:16]([O:18][C:19]([CH3:22])([CH3:21])[CH3:20])=[O:17])[C:8]=1[C:9]1[CH:14]=[CH:13][C:12]([F:15])=[CH:11][CH:10]=1)(=[S:32])[NH2:2]. The catalyst class is: 1. (6) Reactant: [CH3:1][CH:2]1[CH2:10][CH:9]([OH:11])[C:5](=[C:6]([CH3:8])[CH3:7])[CH2:4][CH2:3]1.[H][H]. Product: [CH3:1][C@H:2]1[CH2:10][CH:9]([OH:11])[C@@H:5]([CH:6]([CH3:8])[CH3:7])[CH2:4][CH2:3]1.[CH3:1][C@H:2]1[CH2:10][C@@H:9]([OH:11])[C@@H:5]([CH:6]([CH3:8])[CH3:7])[CH2:4][CH2:3]1. The catalyst class is: 5.